Dataset: Peptide-MHC class I binding affinity with 185,985 pairs from IEDB/IMGT. Task: Regression. Given a peptide amino acid sequence and an MHC pseudo amino acid sequence, predict their binding affinity value. This is MHC class I binding data. (1) The peptide sequence is SPTVWLSVIW. The MHC is H-2-Ld with pseudo-sequence H-2-Ld. The binding affinity (normalized) is 0. (2) The peptide sequence is YSDPKRFFL. The MHC is H-2-Kb with pseudo-sequence H-2-Kb. The binding affinity (normalized) is 0.177. (3) The peptide sequence is DIFMRDWNSK. The MHC is HLA-A68:01 with pseudo-sequence HLA-A68:01. The binding affinity (normalized) is 0.602. (4) The peptide sequence is RPPNTQTSA. The MHC is HLA-B53:01 with pseudo-sequence HLA-B53:01. The binding affinity (normalized) is 0.108. (5) The peptide sequence is YPLTFGWCF. The MHC is HLA-A01:01 with pseudo-sequence HLA-A01:01. The binding affinity (normalized) is 0.